The task is: Predict the reaction yield, written as a fraction of the theoretical maximum amount of product (1.0 means a 100% yield; for example, 0.34 means a 34% yield).. This data is from Reaction yield outcomes from USPTO patents with 853,638 reactions. (1) The reactants are C([NH:18]CC=O)(OCC1C2C(=CC=CC=2)C2C1=CC=CC=2)=O.[CH3:22][C:23]1[CH:32]=[C:31]2[C:26]([CH:27]=[CH:28][C:29]([C:33]([OH:35])=O)=[N:30]2)=[CH:25][CH:24]=1.ON1C2C=CC=CC=2N=N1.C(O)C(N)(CO)CO. The catalyst is ClCCl. The product is [CH3:22][C:23]1[CH:32]=[C:31]2[C:26]([CH:27]=[CH:28][C:29]([C:33]([NH2:18])=[O:35])=[N:30]2)=[CH:25][CH:24]=1. The yield is 0.950. (2) The reactants are [NH2:1][C:2]1[CH:11]=[CH:10][C:5]([C:6]([O:8][CH3:9])=[O:7])=[CH:4][C:3]=1[NH:12][C:13](=O)[C:14]([NH:17][C:18]([C:20]1[CH:21]=[CH:22][C:23]2C(C3CCCCC3)=[C:31]3[N:25]([CH2:26][CH2:27][O:28][C:29]4[CH:42]=[C:41]([O:43][CH3:44])[CH:40]=[CH:39][C:30]=43)[C:24]=2[CH:45]=1)=[O:19])([CH3:16])[CH3:15].[C:47]1([CH3:53])[CH:52]=[CH:51][CH:50]=[CH:49][CH:48]=1. The catalyst is C(O)(=O)C. The product is [CH:47]1([C:53]2[C:23]3[CH:22]=[CH:21][C:20]([C:18]([NH:17][C:14]([C:13]4[NH:12][C:3]5[CH:4]=[C:5]([C:6]([O:8][CH3:9])=[O:7])[CH:10]=[CH:11][C:2]=5[N:1]=4)([CH3:16])[CH3:15])=[O:19])=[CH:45][C:24]=3[N:25]3[C:31]=2[C:30]2[CH:39]=[CH:40][C:41]([O:43][CH3:44])=[CH:42][C:29]=2[O:28][CH2:27][CH2:26]3)[CH2:52][CH2:51][CH2:50][CH2:49][CH2:48]1. The yield is 0.950. (3) The reactants are Br[C:2]1[CH:3]=[CH:4][C:5]([C:23]([F:26])([F:25])[F:24])=[C:6]([CH:22]=1)[C:7]([NH:9][C:10]1[C:19]([CH3:20])=[CH:18][C:13]([C:14]([O:16][CH3:17])=[O:15])=[CH:12][C:11]=1[CH3:21])=[O:8].[C:27]([Si:31]([CH3:40])([CH3:39])[O:32][CH:33]1[CH2:38][CH2:37][NH:36][CH2:35][CH2:34]1)([CH3:30])([CH3:29])[CH3:28].C([O-])([O-])=O.[Cs+].[Cs+].C1(P(C2CCCCC2)C2C=CC=CC=2C2C(OC)=CC=CC=2OC)CCCCC1. The catalyst is O1CCOCC1.C1C=CC(/C=C/C(/C=C/C2C=CC=CC=2)=O)=CC=1.C1C=CC(/C=C/C(/C=C/C2C=CC=CC=2)=O)=CC=1.C1C=CC(/C=C/C(/C=C/C2C=CC=CC=2)=O)=CC=1.[Pd].[Pd]. The product is [Si:31]([O:32][CH:33]1[CH2:34][CH2:35][N:36]([C:2]2[CH:3]=[CH:4][C:5]([C:23]([F:26])([F:25])[F:24])=[C:6]([CH:22]=2)[C:7]([NH:9][C:10]2[C:19]([CH3:20])=[CH:18][C:13]([C:14]([O:16][CH3:17])=[O:15])=[CH:12][C:11]=2[CH3:21])=[O:8])[CH2:37][CH2:38]1)([C:27]([CH3:30])([CH3:29])[CH3:28])([CH3:40])[CH3:39]. The yield is 0.800. (4) The reactants are Br[C:2]1[CH:7]=[CH:6][C:5]([NH:8][C:9](=[O:15])[O:10][C:11]([CH3:14])([CH3:13])[CH3:12])=[CH:4][C:3]=1[F:16].C[Mg+].[Br-].[Li]C(C)(C)C.[Cl:25][C:26]1[CH:27]=[C:28]([CH:31]=[CH:32][N:33]=1)[CH:29]=[O:30]. The catalyst is C1COCC1.CO. The product is [Cl:25][C:26]1[CH:27]=[C:28]([CH:29]([OH:30])[C:2]2[CH:7]=[CH:6][C:5]([NH:8][C:9](=[O:15])[O:10][C:11]([CH3:14])([CH3:13])[CH3:12])=[CH:4][C:3]=2[F:16])[CH:31]=[CH:32][N:33]=1. The yield is 0.410. (5) The product is [ClH:20].[ClH:20].[NH2:18][CH2:17][CH2:16][N:13]1[C:14]([CH3:15])=[C:10]([NH:7][C:8]2[CH:9]=[CH:15][CH:14]=[CH:10][CH:11]=2)[C:11]([CH3:19])=[N:12]1. The reactants are C(N1[CH2:9][CH2:8][N:7]([C:10]2[C:11]([CH3:19])=[N:12][N:13]([CH2:16][CH2:17][NH2:18])[C:14]=2[CH3:15])CC1)(=O)C.[ClH:20]. The catalyst is O1CCOCC1. The yield is 1.00.